Dataset: Catalyst prediction with 721,799 reactions and 888 catalyst types from USPTO. Task: Predict which catalyst facilitates the given reaction. Reactant: CC1C=CC(S(O[CH2:12][CH:13]([OH:26])[C:14]2[CH:15]=[N:16][C:17]([O:20][CH2:21][C:22]([F:25])([F:24])[F:23])=[CH:18][CH:19]=2)(=O)=O)=CC=1.C(=O)([O-])[O-].[K+].[K+]. Product: [O:26]1[CH2:12][CH:13]1[C:14]1[CH:19]=[CH:18][C:17]([O:20][CH2:21][C:22]([F:23])([F:24])[F:25])=[N:16][CH:15]=1. The catalyst class is: 5.